From a dataset of Reaction yield outcomes from USPTO patents with 853,638 reactions. Predict the reaction yield, written as a fraction of the theoretical maximum amount of product (1.0 means a 100% yield; for example, 0.34 means a 34% yield). (1) The reactants are [C:1](=[NH:23])([O:3][CH2:4][CH2:5][C:6]1[CH:11]=[CH:10][C:9]([O:12][C:13]2[CH:18]=[CH:17][C:16]([C:19]([F:22])([F:21])[F:20])=[CH:15][CH:14]=2)=[CH:8][CH:7]=1)[NH2:2].[CH:24]([CH:26]([CH2:31][C:32]1[CH:33]=[N:34][N:35]([CH3:37])[CH:36]=1)[C:27](OC)=O)=[O:25].C([O-])([O-])=O.[K+].[K+]. The catalyst is CN1C(=O)CCC1. The product is [CH3:37][N:35]1[CH:36]=[C:32]([CH2:31][C:26]2[C:24](=[O:25])[N:23]=[C:1]([O:3][CH2:4][CH2:5][C:6]3[CH:7]=[CH:8][C:9]([O:12][C:13]4[CH:18]=[CH:17][C:16]([C:19]([F:22])([F:21])[F:20])=[CH:15][CH:14]=4)=[CH:10][CH:11]=3)[NH:2][CH:27]=2)[CH:33]=[N:34]1. The yield is 0.102. (2) The reactants are [F:1][C:2]1[CH:8]=[C:7]([F:9])[CH:6]=[CH:5][C:3]=1[NH2:4].Cl[C:11]1[C:16]([Cl:17])=[CH:15][N:14]=[CH:13][N:12]=1.C(=O)([O-])[O-].[Cs+].[Cs+]. The catalyst is C1(C)C=CC=CC=1.C(O[Pd]OC(=O)C)(=O)C.CC1(C)C2C=CC=C(P(C3C=CC=CC=3)C3C=CC=CC=3)C=2OC2C1=CC=CC=2P(C1C=CC=CC=1)C1C=CC=CC=1. The product is [Cl:17][C:16]1[C:11]([NH:4][C:3]2[CH:5]=[CH:6][C:7]([F:9])=[CH:8][C:2]=2[F:1])=[N:12][CH:13]=[N:14][CH:15]=1. The yield is 0.810. (3) The reactants are [CH3:1][C@@H:2]1[CH2:7][NH:6][CH2:5][CH2:4][NH:3]1.Cl[C:9]1[CH:14]=[C:13]([C:15]([F:18])([F:17])[F:16])[CH:12]=[CH:11][N:10]=1. The catalyst is C1(C)C(C)=CC=CC=1. The product is [CH3:1][C@H:2]1[NH:3][CH2:4][CH2:5][N:6]([C:9]2[CH:14]=[C:13]([C:15]([F:18])([F:17])[F:16])[CH:12]=[CH:11][N:10]=2)[CH2:7]1. The yield is 0.360. (4) The reactants are CC1(C)C(C)(C)OB([C:9]2[CH2:10][CH2:11][O:12][CH2:13][CH:14]=2)O1.Br[C:17]1[C:25]2[C:20](=[CH:21][CH:22]=[C:23]([N+:26]([O-:28])=[O:27])[CH:24]=2)[N:19]([C:29]([C:42]2[CH:47]=[CH:46][CH:45]=[CH:44][CH:43]=2)([C:36]2[CH:41]=[CH:40][CH:39]=[CH:38][CH:37]=2)[C:30]2[CH:35]=[CH:34][CH:33]=[CH:32][CH:31]=2)[N:18]=1.P([O-])([O-])([O-])=O.[K+].[K+].[K+]. The catalyst is O1CCOCC1.C1C=CC(P(C2C=CC=CC=2)[C-]2C=CC=C2)=CC=1.C1C=CC(P(C2C=CC=CC=2)[C-]2C=CC=C2)=CC=1.Cl[Pd]Cl.[Fe+2]. The product is [O:12]1[CH2:13][CH:14]=[C:9]([C:17]2[C:25]3[C:20](=[CH:21][CH:22]=[C:23]([N+:26]([O-:28])=[O:27])[CH:24]=3)[N:19]([C:29]([C:42]3[CH:47]=[CH:46][CH:45]=[CH:44][CH:43]=3)([C:30]3[CH:31]=[CH:32][CH:33]=[CH:34][CH:35]=3)[C:36]3[CH:41]=[CH:40][CH:39]=[CH:38][CH:37]=3)[N:18]=2)[CH2:10][CH2:11]1. The yield is 0.640.